The task is: Regression. Given a peptide amino acid sequence and an MHC pseudo amino acid sequence, predict their binding affinity value. This is MHC class II binding data.. This data is from Peptide-MHC class II binding affinity with 134,281 pairs from IEDB. (1) The peptide sequence is NNGGDAMYMALIAAF. The MHC is DRB1_0404 with pseudo-sequence DRB1_0404. The binding affinity (normalized) is 0.668. (2) The peptide sequence is EKDYFAATQFEPLAA. The MHC is HLA-DPA10103-DPB10601 with pseudo-sequence HLA-DPA10103-DPB10601. The binding affinity (normalized) is 0.929. (3) The peptide sequence is AAPGAAVASAAAPAS. The MHC is DRB1_1101 with pseudo-sequence DRB1_1101. The binding affinity (normalized) is 0. (4) The peptide sequence is GGQSSFYTDWYQPSQ. The MHC is HLA-DPA10301-DPB10402 with pseudo-sequence HLA-DPA10301-DPB10402. The binding affinity (normalized) is 0.461. (5) The peptide sequence is NQEILELAQSETCSP. The MHC is HLA-DPA10201-DPB10101 with pseudo-sequence HLA-DPA10201-DPB10101. The binding affinity (normalized) is 0.338. (6) The peptide sequence is QELLDIANYLMEQIQ. The MHC is HLA-DPA10201-DPB10101 with pseudo-sequence HLA-DPA10201-DPB10101. The binding affinity (normalized) is 0.106. (7) The peptide sequence is LQGLRYFIMAYVNQA. The MHC is DRB1_0404 with pseudo-sequence DRB1_0404. The binding affinity (normalized) is 0.825.